From a dataset of NCI-60 drug combinations with 297,098 pairs across 59 cell lines. Regression. Given two drug SMILES strings and cell line genomic features, predict the synergy score measuring deviation from expected non-interaction effect. Drug 1: C1=CC(=CC=C1CC(C(=O)O)N)N(CCCl)CCCl.Cl. Drug 2: CN1C(=O)N2C=NC(=C2N=N1)C(=O)N. Cell line: SW-620. Synergy scores: CSS=18.2, Synergy_ZIP=-2.63, Synergy_Bliss=4.75, Synergy_Loewe=-2.24, Synergy_HSA=2.72.